This data is from Reaction yield outcomes from USPTO patents with 853,638 reactions. The task is: Predict the reaction yield, written as a fraction of the theoretical maximum amount of product (1.0 means a 100% yield; for example, 0.34 means a 34% yield). (1) The reactants are C([O:8][C:9]1[CH:10]=[C:11]([CH:19]=[C:20]([O:30]CC2C=CC=CC=2)[C:21]=1[O:22]CC1C=CC=CC=1)[C:12]([NH:14][CH2:15][CH2:16][CH2:17][CH3:18])=[O:13])C1C=CC=CC=1. The catalyst is C1COCC1.CO.[OH-].[OH-].[Pd+2]. The product is [CH2:15]([NH:14][C:12](=[O:13])[C:11]1[CH:19]=[C:20]([OH:30])[C:21]([OH:22])=[C:9]([OH:8])[CH:10]=1)[CH2:16][CH2:17][CH3:18]. The yield is 0.510. (2) The reactants are [CH3:1][I:2].[Cl:3][C:4]1[CH:5]=[C:6]2[C:11](=[CH:12][CH:13]=1)[NH:10][C:9](=[S:14])[NH:8][CH:7]2[CH3:15]. The catalyst is CC(C)=O.C(OCC)C. The product is [IH:2].[Cl:3][C:4]1[CH:5]=[C:6]2[C:11](=[CH:12][CH:13]=1)[N:10]=[C:9]([S:14][CH3:1])[NH:8][CH:7]2[CH3:15]. The yield is 0.940. (3) The reactants are C[Mg]Br.[CH:4]([OH:7])([CH3:6])[CH3:5].[CH2:8]1[CH:16]2[CH:11]([CH:12]3[CH2:17]C2C[C:13]3=O)[CH2:10][CH2:9]1.C(O)(=O)C. The catalyst is O1CCCC1. The product is [CH3:5][C:4]1([OH:7])[CH2:13][CH:12]2[CH2:17][CH:6]1[CH:10]1[CH:11]2[CH2:16][CH2:8][CH2:9]1. The yield is 0.900. (4) The reactants are [Br:1][C:2]1[CH:11]=[CH:10][C:9]2[CH:7]3[O:8][CH:6]3[CH2:5][C:4]=2[CH:3]=1.[CH3:12][C:13]1([N:26]2[CH2:31][CH2:30][NH:29][C@@H:28]([CH3:32])[CH2:27]2)[CH2:18][CH2:17][N:16]([C:19]([O:21][C:22]([CH3:25])([CH3:24])[CH3:23])=[O:20])[CH2:15][CH2:14]1. The catalyst is C(O)C. The product is [Br:1][C:2]1[CH:3]=[C:4]2[C:9](=[CH:10][CH:11]=1)[C@@H:7]([N:29]1[CH2:30][CH2:31][N:26]([C:13]3([CH3:12])[CH2:18][CH2:17][N:16]([C:19]([O:21][C:22]([CH3:25])([CH3:24])[CH3:23])=[O:20])[CH2:15][CH2:14]3)[CH2:27][C@@H:28]1[CH3:32])[C@H:6]([OH:8])[CH2:5]2. The yield is 0.494.